From a dataset of Catalyst prediction with 721,799 reactions and 888 catalyst types from USPTO. Predict which catalyst facilitates the given reaction. (1) Reactant: [CH2:1]([O:8][CH2:9][CH2:10][CH2:11][O:12][CH2:13][CH2:14][O:15]C1CCCCO1)[C:2]1[CH:7]=[CH:6][CH:5]=[CH:4][CH:3]=1.Cl.[OH-].[Na+]. Product: [CH2:1]([O:8][CH2:9][CH2:10][CH2:11][O:12][CH2:13][CH2:14][OH:15])[C:2]1[CH:7]=[CH:6][CH:5]=[CH:4][CH:3]=1. The catalyst class is: 5. (2) The catalyst class is: 17. Reactant: Cl[C:2]1[CH:11]=[C:10]([C:12]([NH:14][CH2:15][C@H:16]2[CH2:21][CH2:20][C@H:19]([CH2:22][NH:23][C:24](=[O:30])[O:25][C:26]([CH3:29])([CH3:28])[CH3:27])[CH2:18][CH2:17]2)=[O:13])[C:9]2[C:4](=[CH:5][CH:6]=[CH:7][CH:8]=2)[N:3]=1.[NH:31]1[CH2:34][CH:33]([C:35]([OH:37])=[O:36])[CH2:32]1.C([O-])([O-])=O.[K+].[K+]. Product: [C:26]([O:25][C:24]([NH:23][CH2:22][C@H:19]1[CH2:20][CH2:21][C@H:16]([CH2:15][NH:14][C:12]([C:10]2[C:9]3[C:4](=[CH:5][CH:6]=[CH:7][CH:8]=3)[N:3]=[C:2]([N:31]3[CH2:34][CH:33]([C:35]([OH:37])=[O:36])[CH2:32]3)[CH:11]=2)=[O:13])[CH2:17][CH2:18]1)=[O:30])([CH3:29])([CH3:28])[CH3:27]. (3) Reactant: [CH:1]1[CH2:16][CH2:15][CH2:14][CH2:13][CH2:12][CH2:11][CH:10]=[CH:9][CH2:8][CH2:7][CH2:6][CH2:5][CH2:4][CH2:3][CH:2]=1.C([O-])(=[O:19])C.[Na+].C1=CCCCCCCC=CCCCCCC1.C1=CCCCCCCC=CCCCCCC1.C1=CCCCCCCC=CCCCCCC1.C(OO)(=O)C.C12OC1CCCCCCC=CCCCCCC2.C12OC1CCCCCCC=CCCCCCC2. Product: [CH:1]12[O:19][CH:16]1[CH2:15][CH2:14][CH2:13][CH2:12][CH2:11][CH2:10][CH:9]=[CH:8][CH2:7][CH2:6][CH2:5][CH2:4][CH2:3][CH2:2]2. The catalyst class is: 2.